This data is from Catalyst prediction with 721,799 reactions and 888 catalyst types from USPTO. The task is: Predict which catalyst facilitates the given reaction. (1) Reactant: Br[C:2]1[CH:7]=[CH:6][C:5]([N+:8]([O-:10])=[O:9])=[CH:4][C:3]=1[O:11][CH3:12].C(=O)([O-])[O-].[K+].[K+].[NH:19]1[CH2:24][CH2:23][O:22][CH2:21][CH2:20]1. Product: [CH3:12][O:11][C:3]1[CH:4]=[C:5]([N+:8]([O-:10])=[O:9])[CH:6]=[CH:7][C:2]=1[N:19]1[CH2:24][CH2:23][O:22][CH2:21][CH2:20]1. The catalyst class is: 3. (2) Reactant: [CH:1]1(/[CH:7]=[CH:8]/[C:9]([OH:11])=O)[CH2:6][CH2:5][CH:4]=[CH:3][CH2:2]1.ClC(OCC)=O.[CH2:18]([N:20](CC)CC)[CH3:19].C(N)C.[Cl-].[Na+]. Product: [CH2:18]([NH:20][C:9](=[O:11])/[CH:8]=[CH:7]/[CH:1]1[CH2:6][CH2:5][CH:4]=[CH:3][CH2:2]1)[CH3:19]. The catalyst class is: 1. (3) Reactant: [CH3:1]C([O-])(C)C.[K+].IC.[F:9][C:10]1[CH:15]=[C:14]([F:16])[CH:13]=[CH:12][C:11]=1[NH:17][C:18]1[CH:25]=[CH:24][C:21]([C:22]#[N:23])=[C:20]([S:26][CH3:27])[N:19]=1.O. Product: [F:9][C:10]1[CH:15]=[C:14]([F:16])[CH:13]=[CH:12][C:11]=1[N:17]([CH3:1])[C:18]1[CH:25]=[CH:24][C:21]([C:22]#[N:23])=[C:20]([S:26][CH3:27])[N:19]=1. The catalyst class is: 9. (4) Reactant: [CH3:1][C:2]1[CH:7]=[CH:6][C:5]([C:8]2[CH:13]=[CH:12][C:11]([C:14](=O)[CH2:15][CH2:16][C:17]([OH:19])=[O:18])=[CH:10][CH:9]=2)=[CH:4][CH:3]=1.Cl.[NH2:22][OH:23].C(=O)([O-])[O-].[Na+].[Na+]. Product: [OH:23][N:22]=[C:14]([C:11]1[CH:12]=[CH:13][C:8]([C:5]2[CH:6]=[CH:7][C:2]([CH3:1])=[CH:3][CH:4]=2)=[CH:9][CH:10]=1)[CH2:15][CH2:16][C:17]([OH:19])=[O:18]. The catalyst class is: 8.